From a dataset of Reaction yield outcomes from USPTO patents with 853,638 reactions. Predict the reaction yield, written as a fraction of the theoretical maximum amount of product (1.0 means a 100% yield; for example, 0.34 means a 34% yield). (1) The reactants are [OH:1][C:2]1[CH:10]=[CH:9][C:8]([OH:11])=[CH:7][C:3]=1[C:4]([OH:6])=[O:5].[CH3:12][NH:13][C@H:14]([CH2:16]/[CH:17]=[CH:18]/[C:19]1[CH:20]=[N:21][CH:22]=[C:23]([O:25][CH3:26])[CH:24]=1)[CH3:15].[OH:27][C:28]1[CH:36]=[CH:35][C:34]([OH:37])=[CH:33][C:29]=1[C:30]([OH:32])=[O:31].CN[C@H](C/C=C/C1C=NC=C(OC)C=1)C.C(OCC)(=O)C. The catalyst is C(O)C. The product is [C:4]([OH:6])(=[O:5])[C:3]1[C:2](=[CH:10][CH:9]=[C:8]([CH:7]=1)[OH:11])[OH:1].[OH:27][C:28]1[CH:36]=[CH:35][C:34]([OH:37])=[CH:33][C:29]=1[C:30]([OH:32])=[O:31].[CH3:12][NH:13][C@H:14]([CH2:16]/[CH:17]=[CH:18]/[C:19]1[CH:20]=[N:21][CH:22]=[C:23]([O:25][CH3:26])[CH:24]=1)[CH3:15]. The yield is 0.910. (2) The reactants are [C:1]([O:5][C:6](=[O:21])[NH:7][CH:8]1[CH2:17][CH2:16][C:15]2[C:10](=[C:11]([N:18]=[C:19]=S)[CH:12]=[CH:13][CH:14]=2)[CH2:9]1)([CH3:4])([CH3:3])[CH3:2].C(OC1CC2C(CC=1)=CC=CC=2N=C=S)C.[N:38]([CH2:41][C:42]([C:44]1[CH:49]=[CH:48][C:47]([C:50]([F:53])([F:52])[F:51])=[CH:46][C:45]=1[F:54])=[O:43])=[N+]=[N-].N(CC(C1C=CC(C(F)(F)F)=CC=1)=O)=[N+]=[N-]. No catalyst specified. The product is [C:1]([O:5][C:6](=[O:21])[NH:7][CH:8]1[CH2:17][CH2:16][C:15]2[C:10](=[C:11]([NH:18][C:19]3[O:43][C:42]([C:44]4[CH:49]=[CH:48][C:47]([C:50]([F:51])([F:52])[F:53])=[CH:46][C:45]=4[F:54])=[CH:41][N:38]=3)[CH:12]=[CH:13][CH:14]=2)[CH2:9]1)([CH3:4])([CH3:3])[CH3:2]. The yield is 0.160. (3) The reactants are Cl.Cl.[NH2:3][C@@H:4]1[C:18](=[O:19])[N:17]2[CH2:20][C@H:21]([O:23][C:24]3[C:33]4[C:28](=[C:29]([CH3:36])[C:30]([O:34][CH3:35])=[CH:31][CH:32]=4)[N:27]=[C:26]([C:37]4[S:38][CH:39]=[C:40]([CH:42]([CH3:44])[CH3:43])[N:41]=4)[CH:25]=3)[CH2:22][C@H:16]2[C:15](=[O:45])[NH:14][C@:13]2([C:47]([NH:49][S:50]([CH:53]3[CH2:55][CH2:54]3)(=[O:52])=[O:51])=[O:48])[CH2:46][C@H:12]2[CH:11]=[CH:10][CH2:9][CH2:8][CH2:7][CH2:6][CH2:5]1.C(N(CC)C(C)C)(C)C.Cl[C:66](Cl)([O:68]C(=O)OC(Cl)(Cl)Cl)Cl.[NH:77]1[CH2:82][CH2:81][CH:80]([CH2:83][OH:84])[CH2:79][CH2:78]1. The catalyst is ClC(Cl)C. The product is [CH:53]1([S:50]([NH:49][C:47]([C@@:13]23[CH2:46][C@H:12]2[CH:11]=[CH:10][CH2:9][CH2:8][CH2:7][CH2:6][CH2:5][C@H:4]([NH:3][C:66]([N:77]2[CH2:82][CH2:81][CH:80]([CH2:83][OH:84])[CH2:79][CH2:78]2)=[O:68])[C:18](=[O:19])[N:17]2[CH2:20][C@H:21]([O:23][C:24]4[C:33]5[C:28](=[C:29]([CH3:36])[C:30]([O:34][CH3:35])=[CH:31][CH:32]=5)[N:27]=[C:26]([C:37]5[S:38][CH:39]=[C:40]([CH:42]([CH3:43])[CH3:44])[N:41]=5)[CH:25]=4)[CH2:22][C@H:16]2[C:15](=[O:45])[NH:14]3)=[O:48])(=[O:51])=[O:52])[CH2:54][CH2:55]1. The yield is 0.270. (4) The yield is 0.840. The catalyst is C1(C)C=CC=CC=1. The product is [OH:1][C:2]1[CH:3]=[C:4]([CH:8]=[C:9]([OH:11])[CH:10]=1)[C:5]([O:7][CH2:18][CH2:17][CH2:16][CH2:15][CH2:14][CH2:13][Cl:12])=[O:6]. The reactants are [OH:1][C:2]1[CH:3]=[C:4]([CH:8]=[C:9]([OH:11])[CH:10]=1)[C:5]([OH:7])=[O:6].[Cl:12][CH2:13][CH2:14][CH2:15][CH2:16][CH2:17][CH2:18]O.S(=O)(=O)(O)O. (5) The product is [Br:13][CH2:3][C:4]([C:6]1[NH:7][CH:8]=[CH:9][CH:10]=1)=[O:5]. The reactants are C[Si](C)(C)[O:3][C:4]([C:6]1[NH:7][CH:8]=[CH:9][CH:10]=1)=[CH2:5].[Br:13]N1C(=O)CCC1=O. The yield is 0.800. The catalyst is C(Cl)Cl.C(OCC)(=O)C.